From a dataset of Ames mutagenicity test results for genotoxicity prediction. Regression/Classification. Given a drug SMILES string, predict its toxicity properties. Task type varies by dataset: regression for continuous values (e.g., LD50, hERG inhibition percentage) or binary classification for toxic/non-toxic outcomes (e.g., AMES mutagenicity, cardiotoxicity, hepatotoxicity). Dataset: ames. (1) The molecule is CCOP(=S)(OCC)Oc1ccc(S(C)=O)cc1. The result is 0 (non-mutagenic). (2) The compound is Cc1cnc2ccc3c(ncn3C)c2n1. The result is 0 (non-mutagenic). (3) The result is 1 (mutagenic). The drug is CCCCCOc1ccc(N=O)cc1.